From a dataset of NCI-60 drug combinations with 297,098 pairs across 59 cell lines. Regression. Given two drug SMILES strings and cell line genomic features, predict the synergy score measuring deviation from expected non-interaction effect. (1) Drug 1: CCC1=CC2CC(C3=C(CN(C2)C1)C4=CC=CC=C4N3)(C5=C(C=C6C(=C5)C78CCN9C7C(C=CC9)(C(C(C8N6C)(C(=O)OC)O)OC(=O)C)CC)OC)C(=O)OC.C(C(C(=O)O)O)(C(=O)O)O. Cell line: 786-0. Synergy scores: CSS=28.6, Synergy_ZIP=-3.42, Synergy_Bliss=-1.48, Synergy_Loewe=0.845, Synergy_HSA=2.17. Drug 2: CC1CCC2CC(C(=CC=CC=CC(CC(C(=O)C(C(C(=CC(C(=O)CC(OC(=O)C3CCCCN3C(=O)C(=O)C1(O2)O)C(C)CC4CCC(C(C4)OC)OCCO)C)C)O)OC)C)C)C)OC. (2) Drug 1: C1=CC(=CC=C1C#N)C(C2=CC=C(C=C2)C#N)N3C=NC=N3. Drug 2: C1=NNC2=C1C(=O)NC=N2. Cell line: OVCAR-8. Synergy scores: CSS=-6.04, Synergy_ZIP=4.70, Synergy_Bliss=6.44, Synergy_Loewe=-2.61, Synergy_HSA=-1.71. (3) Drug 1: CCCS(=O)(=O)NC1=C(C(=C(C=C1)F)C(=O)C2=CNC3=C2C=C(C=N3)C4=CC=C(C=C4)Cl)F. Drug 2: C1=CC=C(C=C1)NC(=O)CCCCCCC(=O)NO. Cell line: NCI-H522. Synergy scores: CSS=22.0, Synergy_ZIP=-2.60, Synergy_Bliss=9.64, Synergy_Loewe=5.25, Synergy_HSA=8.54. (4) Drug 1: CC1C(C(CC(O1)OC2CC(CC3=C2C(=C4C(=C3O)C(=O)C5=C(C4=O)C(=CC=C5)OC)O)(C(=O)CO)O)N)O.Cl. Drug 2: C1CCC(CC1)NC(=O)N(CCCl)N=O. Cell line: OVCAR-4. Synergy scores: CSS=5.18, Synergy_ZIP=-1.72, Synergy_Bliss=-2.84, Synergy_Loewe=-3.76, Synergy_HSA=-3.95. (5) Drug 1: C1CC(C1)(C(=O)O)C(=O)O.[NH2-].[NH2-].[Pt+2]. Drug 2: CCC1=C2CN3C(=CC4=C(C3=O)COC(=O)C4(CC)O)C2=NC5=C1C=C(C=C5)O. Cell line: NCI-H322M. Synergy scores: CSS=-3.66, Synergy_ZIP=5.08, Synergy_Bliss=0.478, Synergy_Loewe=-3.95, Synergy_HSA=-9.61. (6) Drug 1: C1CC(C1)(C(=O)O)C(=O)O.[NH2-].[NH2-].[Pt+2]. Drug 2: CC1C(C(CC(O1)OC2CC(OC(C2O)C)OC3=CC4=CC5=C(C(=O)C(C(C5)C(C(=O)C(C(C)O)O)OC)OC6CC(C(C(O6)C)O)OC7CC(C(C(O7)C)O)OC8CC(C(C(O8)C)O)(C)O)C(=C4C(=C3C)O)O)O)O. Cell line: A549. Synergy scores: CSS=66.5, Synergy_ZIP=-2.56, Synergy_Bliss=0.722, Synergy_Loewe=-12.5, Synergy_HSA=1.08. (7) Drug 1: CN1C2=C(C=C(C=C2)N(CCCl)CCCl)N=C1CCCC(=O)O.Cl. Drug 2: CC12CCC3C(C1CCC2OP(=O)(O)O)CCC4=C3C=CC(=C4)OC(=O)N(CCCl)CCCl.[Na+]. Cell line: T-47D. Synergy scores: CSS=3.81, Synergy_ZIP=-3.89, Synergy_Bliss=-1.47, Synergy_Loewe=-5.16, Synergy_HSA=-3.79. (8) Drug 1: CC1CCC2CC(C(=CC=CC=CC(CC(C(=O)C(C(C(=CC(C(=O)CC(OC(=O)C3CCCCN3C(=O)C(=O)C1(O2)O)C(C)CC4CCC(C(C4)OC)OCCO)C)C)O)OC)C)C)C)OC. Drug 2: C(CN)CNCCSP(=O)(O)O. Cell line: SK-MEL-5. Synergy scores: CSS=14.5, Synergy_ZIP=-3.03, Synergy_Bliss=-2.43, Synergy_Loewe=-18.5, Synergy_HSA=-2.12. (9) Drug 1: CC1=C(C(=CC=C1)Cl)NC(=O)C2=CN=C(S2)NC3=CC(=NC(=N3)C)N4CCN(CC4)CCO. Drug 2: C(CN)CNCCSP(=O)(O)O. Cell line: HCT-15. Synergy scores: CSS=-1.47, Synergy_ZIP=-2.31, Synergy_Bliss=-6.61, Synergy_Loewe=-101, Synergy_HSA=-6.87. (10) Drug 2: C1CC(=O)NC(=O)C1N2CC3=C(C2=O)C=CC=C3N. Synergy scores: CSS=4.58, Synergy_ZIP=1.06, Synergy_Bliss=1.81, Synergy_Loewe=-8.74, Synergy_HSA=-2.15. Cell line: MOLT-4. Drug 1: CC12CCC(CC1=CCC3C2CCC4(C3CC=C4C5=CN=CC=C5)C)O.